From a dataset of Forward reaction prediction with 1.9M reactions from USPTO patents (1976-2016). Predict the product of the given reaction. Given the reactants [Cl:1][C:2]1[CH:10]=[CH:9][C:8]2[NH:7][C:6]3[CH2:11][CH2:12][N:13]([CH3:15])[CH2:14][C:5]=3[C:4]=2[CH:3]=1.CN[C:18]1[CH:23]=[CH:22][C:21]([CH:24]=[CH2:25])=[CH:20][N:19]=1.[OH-].[K+].[CH3:28][N:29]1C(=O)CCC1, predict the reaction product. The product is: [Cl:1][C:2]1[CH:10]=[CH:9][C:8]2[N:7]([CH2:25][CH2:24][C:21]3[C:20]([NH:29][CH3:28])=[N:19][CH:18]=[CH:23][CH:22]=3)[C:6]3[CH2:11][CH2:12][N:13]([CH3:15])[CH2:14][C:5]=3[C:4]=2[CH:3]=1.